From a dataset of Full USPTO retrosynthesis dataset with 1.9M reactions from patents (1976-2016). Predict the reactants needed to synthesize the given product. (1) Given the product [N:1]1[CH:6]=[CH:5][CH:4]=[CH:3][C:2]=1[C:7]1[N:11]=[C:10]([N:12]2[CH2:13][CH2:14][NH:15][CH2:16][CH2:17]2)[S:9][N:8]=1, predict the reactants needed to synthesize it. The reactants are: [N:1]1[CH:6]=[CH:5][CH:4]=[CH:3][C:2]=1[C:7]1[N:11]=[C:10]([N:12]2[CH2:17][CH2:16][N:15](C(OC(C)(C)C)=O)[CH2:14][CH2:13]2)[S:9][N:8]=1.Cl.CCCCCC. (2) Given the product [CH3:22][O:21][C:16]1[CH:17]=[CH:18][CH:19]=[CH:20][C:15]=1[S:14][C:11]1[CH:12]=[CH:13][C:8]([C:6]2[CH:5]=[CH:4][N:3]=[C:2]([N:39]3[CH2:40][CH2:41][N:36]([C:33](=[O:35])[CH3:34])[CH2:37][CH2:38]3)[CH:7]=2)=[CH:9][C:10]=1[C:23]([F:26])([F:25])[F:24], predict the reactants needed to synthesize it. The reactants are: Cl[C:2]1[CH:7]=[C:6]([C:8]2[CH:13]=[CH:12][C:11]([S:14][C:15]3[CH:20]=[CH:19][CH:18]=[CH:17][C:16]=3[O:21][CH3:22])=[C:10]([C:23]([F:26])([F:25])[F:24])[CH:9]=2)[CH:5]=[CH:4][N:3]=1.OC1CCNC1.[C:33]([N:36]1[CH2:41][CH2:40][NH:39][CH2:38][CH2:37]1)(=[O:35])[CH3:34]. (3) Given the product [C:5](/[N:6]=[C:8](\[S:9][CH3:1])/[NH:7][C:10]1[CH:20]=[CH:19][C:13]([C:14](=[O:15])[N:16]([CH3:18])[CH3:17])=[CH:12][CH:11]=1)#[N:4], predict the reactants needed to synthesize it. The reactants are: [CH3:1][O-].[Na+].[N:4]#[C:5][NH2:6].[N:7]([C:10]1[CH:20]=[CH:19][C:13]([C:14]([N:16]([CH3:18])[CH3:17])=[O:15])=[CH:12][CH:11]=1)=[C:8]=[S:9].IC. (4) Given the product [CH2:1]([C:5]1[CH:10]=[CH:9][C:8]([C:11]2[CH:12]=[CH:13][C:14]([C:15]([OH:17])=[O:16])=[CH:19][CH:20]=2)=[CH:7][CH:6]=1)[CH2:2][CH2:3][CH3:4], predict the reactants needed to synthesize it. The reactants are: [CH2:1]([C:5]1[CH:10]=[CH:9][C:8]([C:11]2[CH:20]=[CH:19][C:14]([C:15]([O:17]C)=[O:16])=[CH:13][CH:12]=2)=[CH:7][CH:6]=1)[CH2:2][CH2:3][CH3:4].[OH-].[Na+]. (5) Given the product [Cl:7][C:8]1[CH:30]=[CH:29][C:11]([C:12]([N:14]2[C:22]3[C:17](=[CH:18][C:19]([O:23][CH3:24])=[CH:20][CH:21]=3)[C:16]([CH2:1][C:2]([Cl:4])=[O:3])=[CH:15]2)=[O:13])=[CH:10][CH:9]=1, predict the reactants needed to synthesize it. The reactants are: [C:1](Cl)(=O)[C:2]([Cl:4])=[O:3].[Cl:7][C:8]1[CH:30]=[CH:29][C:11]([C:12]([N:14]2[C:22]3[C:17](=[CH:18][C:19]([O:23][CH3:24])=[CH:20][CH:21]=3)[C:16](CC(O)=O)=[CH:15]2)=[O:13])=[CH:10][CH:9]=1. (6) Given the product [Cl:14][C:15]1[CH:22]=[CH:21][CH:20]=[C:19]([Cl:23])[C:16]=1[CH2:17][N:4]1[CH2:5][CH2:6][N:1]([C:7]2[N:12]=[CH:11][NH:10][C:9](=[O:13])[CH:8]=2)[CH2:2][CH2:3]1, predict the reactants needed to synthesize it. The reactants are: [N:1]1([C:7]2[N:12]=[CH:11][NH:10][C:9](=[O:13])[CH:8]=2)[CH2:6][CH2:5][NH:4][CH2:3][CH2:2]1.[Cl:14][C:15]1[CH:22]=[CH:21][CH:20]=[C:19]([Cl:23])[C:16]=1[CH:17]=O. (7) Given the product [CH3:1][O:2][C:3]1[CH:4]=[C:5]([CH:9]=[CH:10][C:11]=1[N+:12]([O-:14])=[O:13])[C:6]#[N:8], predict the reactants needed to synthesize it. The reactants are: [CH3:1][O:2][C:3]1[CH:4]=[C:5]([CH:9]=[CH:10][C:11]=1[N+:12]([O-:14])=[O:13])[C:6]([NH2:8])=O.N1C=CC=CC=1.FC(F)(F)C(OC(=O)C(F)(F)F)=O.O.